From a dataset of Retrosynthesis with 50K atom-mapped reactions and 10 reaction types from USPTO. Predict the reactants needed to synthesize the given product. (1) Given the product Cc1cccc(-c2sc(C)nc2C(=O)N2C[C@@H]3CC(C)C[C@@H]3[C@H]2CNC(=O)c2cccc(Cl)c2)c1, predict the reactants needed to synthesize it. The reactants are: Cc1cccc(-c2sc(C)nc2C(=O)N2C[C@@H]3CC(C)C[C@@H]3[C@H]2CN)c1.O=C(O)c1cccc(Cl)c1. (2) Given the product Oc1ccc(-c2ccc(-n3c4ccccc4c4ccccc43)cc2)cc1, predict the reactants needed to synthesize it. The reactants are: Oc1ccc(-c2ccc(Br)cc2)cc1.c1ccc2c(c1)[nH]c1ccccc12. (3) Given the product CCCCCCCCCC(=O)OCC(COC(=O)CCCCCCCCC)OC(=O)OC[N+]1(C)CCN(C2=Nc3ccccc3Nc3sc(C)cc32)CC1, predict the reactants needed to synthesize it. The reactants are: CCCCCCCCCC(=O)OCC(COC(=O)CCCCCCCCC)OC(=O)OCI.Cc1cc2c(s1)Nc1ccccc1N=C2N1CCN(C)CC1.